The task is: Predict the product of the given reaction.. This data is from Forward reaction prediction with 1.9M reactions from USPTO patents (1976-2016). (1) Given the reactants [C:1]([O:5][C:6]([N:8]([CH3:15])[C:9]([CH3:14])([C:11](O)=[O:12])[CH3:10])=[O:7])([CH3:4])([CH3:3])[CH3:2], predict the reaction product. The product is: [OH:12][CH2:11][C:9]([N:8]([CH3:15])[C:6](=[O:7])[O:5][C:1]([CH3:4])([CH3:3])[CH3:2])([CH3:10])[CH3:14]. (2) Given the reactants [CH3:1][O:2][C:3](=[O:25])[C:4]1[CH:9]=[C:8]([C:10]2[CH:15]=[CH:14][C:13]([Cl:16])=[CH:12][CH:11]=2)[C:7]([C:17]#[C:18][C:19]2[CH:24]=[CH:23][CH:22]=[CH:21][N:20]=2)=[N:6][CH:5]=1, predict the reaction product. The product is: [CH3:1][O:2][C:3](=[O:25])[C:4]1[CH:9]=[C:8]([C:10]2[CH:11]=[CH:12][C:13]([Cl:16])=[CH:14][CH:15]=2)[C:7]([CH2:17][CH2:18][C:19]2[CH:24]=[CH:23][CH:22]=[CH:21][N:20]=2)=[N:6][CH:5]=1. (3) Given the reactants COC(C1SC([C:22]([F:25])([F:24])[F:23])=C(C#N)C=1C1C=CC(C(C)(C)C)=CC=1)=O.[CH2:26]([O:28][C:29]([C:31]1[S:32][C:33](I)=[C:34]([C:50]#[N:51])[C:35]=1[C:36]1[CH:41]=[CH:40][C:39]([C:42]2[CH:47]=[CH:46][CH:45]=[CH:44][C:43]=2[S:48][CH3:49])=[CH:38][CH:37]=1)=[O:30])[CH3:27], predict the reaction product. The product is: [CH2:26]([O:28][C:29]([C:31]1[S:32][C:33]([C:22]([F:25])([F:24])[F:23])=[C:34]([C:50]#[N:51])[C:35]=1[C:36]1[CH:41]=[CH:40][C:39]([C:42]2[CH:47]=[CH:46][CH:45]=[CH:44][C:43]=2[S:48][CH3:49])=[CH:38][CH:37]=1)=[O:30])[CH3:27]. (4) Given the reactants O1C2([CH2:10][CH2:9][C:8](=[O:11])[CH2:7][CH2:6]2)OCC1.[H-].[Na+].I[CH3:15].[C:16]([O:19][CH2:20][CH3:21])(=[O:18])[CH3:17], predict the reaction product. The product is: [CH3:15][C:7]1([CH3:6])[C:8](=[O:11])[CH2:9][CH2:10][C:16]2([O:18][CH2:21][CH2:20][O:19]2)[CH2:17]1. (5) Given the reactants [BH4-].[Na+].[OH:3][C:4]1[CH:25]=[CH:24][C:23]([O:26][CH3:27])=[CH:22][C:5]=1[CH:6]=[N:7][CH:8]1[CH2:13][CH2:12][CH2:11][CH2:10][CH:9]1[NH:14][C:15](=[O:21])[O:16][C:17]([CH3:20])([CH3:19])[CH3:18], predict the reaction product. The product is: [OH:3][C:4]1[CH:25]=[CH:24][C:23]([O:26][CH3:27])=[CH:22][C:5]=1[CH2:6][NH:7][C@@H:8]1[CH2:13][CH2:12][CH2:11][CH2:10][C@H:9]1[NH:14][C:15](=[O:21])[O:16][C:17]([CH3:20])([CH3:19])[CH3:18]. (6) Given the reactants [Cl:1][C:2]1[N:9]=[C:8]([Cl:10])[CH:7]=[CH:6][C:3]=1[CH:4]=O.[NH2:11][CH2:12][CH:13]([C:15]1[S:16][CH:17]=[C:18]([CH3:20])[N:19]=1)[OH:14].C(O)(=O)C.C([BH3-])#N.[Na+], predict the reaction product. The product is: [NH3:9].[Cl:1][C:2]1[C:3]([CH2:4][NH:11][CH2:12][CH:13]([C:15]2[S:16][CH:17]=[C:18]([CH3:20])[N:19]=2)[OH:14])=[CH:6][CH:7]=[C:8]([Cl:10])[N:9]=1. (7) Given the reactants [Si]([O:8][C@H:9]1[CH2:13][N:12]([C:14](=[O:42])[C:15]2[CH:20]=[CH:19][CH:18]=[C:17]([CH:21]([C:28]3[CH:33]=[CH:32][CH:31]=[C:30]([F:34])[C:29]=3[C:35]3[CH:40]=[CH:39][CH:38]=[C:37]([CH3:41])[CH:36]=3)[CH2:22][CH2:23][CH2:24][CH2:25][O:26][CH3:27])[CH:16]=2)[CH2:11][C@H:10]1[NH:43]C(=O)OC(C)(C)C)(C(C)(C)C)(C)C.C([O-])(O)=O.[Na+], predict the reaction product. The product is: [NH2:43][C@H:10]1[C@@H:9]([OH:8])[CH2:13][N:12]([C:14]([C:15]2[CH:20]=[CH:19][CH:18]=[C:17]([CH:21]([C:28]3[CH:33]=[CH:32][CH:31]=[C:30]([F:34])[C:29]=3[C:35]3[CH:40]=[CH:39][CH:38]=[C:37]([CH3:41])[CH:36]=3)[CH2:22][CH2:23][CH2:24][CH2:25][O:26][CH3:27])[CH:16]=2)=[O:42])[CH2:11]1. (8) The product is: [S:1]1[C:5]2[CH:6]=[CH:7][C:8]([CH2:10][CH2:11][O:12][CH2:13][CH2:14][CH2:15][N:17]3[CH2:20][CH:19]([OH:21])[CH2:18]3)=[CH:9][C:4]=2[CH:3]=[CH:2]1. Given the reactants [S:1]1[C:5]2[CH:6]=[CH:7][C:8]([CH2:10][CH2:11][O:12][CH2:13][CH2:14][C:15]([N:17]3[CH2:20][CH:19]([OH:21])[CH2:18]3)=O)=[CH:9][C:4]=2[CH:3]=[CH:2]1.Cl, predict the reaction product.